From a dataset of Reaction yield outcomes from USPTO patents with 853,638 reactions. Predict the reaction yield, written as a fraction of the theoretical maximum amount of product (1.0 means a 100% yield; for example, 0.34 means a 34% yield). (1) The reactants are [F:1][CH:2]([F:14])[C:3]1[NH:7][C:6]2[CH:8]=[CH:9][CH:10]=[C:11]([O:12][CH3:13])[C:5]=2[N:4]=1.[Cl:15][C:16]1[N:21]=[C:20](Cl)[N:19]=[C:18]([N:23]2[CH2:28][CH2:27][N:26]([C:29]([O:31][C:32]([CH3:35])([CH3:34])[CH3:33])=[O:30])[CH2:25][CH2:24]2)[N:17]=1.C([O-])([O-])=O.[K+].[K+].O. The catalyst is CN(C=O)C. The product is [Cl:15][C:16]1[N:21]=[C:20]([N:7]2[C:6]3[CH:8]=[CH:9][CH:10]=[C:11]([O:12][CH3:13])[C:5]=3[N:4]=[C:3]2[CH:2]([F:1])[F:14])[N:19]=[C:18]([N:23]2[CH2:24][CH2:25][N:26]([C:29]([O:31][C:32]([CH3:35])([CH3:34])[CH3:33])=[O:30])[CH2:27][CH2:28]2)[N:17]=1. The yield is 0.860. (2) The reactants are [C:1]([C:5]1[CH:6]=[C:7]([CH:11]=[C:12]([C:14]([CH3:17])([CH3:16])[CH3:15])[CH:13]=1)[C:8]([OH:10])=O)([CH3:4])([CH3:3])[CH3:2].C(Cl)(C(Cl)=O)=O.[CH:24]1([CH2:30][NH:31][NH:32][C:33](=[S:35])[NH2:34])[CH2:29][CH2:28][CH2:27][CH2:26][CH2:25]1.CCN(C(C)C)C(C)C.C(C1C=C(C=C(C(C)(C)C)C=1)C(Cl)=O)(C)(C)C. The catalyst is C(Cl)Cl.CN(C=O)C. The product is [CH:24]1([CH2:30][N:31]([C:8](=[O:10])[C:7]2[CH:11]=[C:12]([C:14]([CH3:17])([CH3:16])[CH3:15])[CH:13]=[C:5]([C:1]([CH3:2])([CH3:3])[CH3:4])[CH:6]=2)[NH:32][C:33](=[S:35])[NH2:34])[CH2:25][CH2:26][CH2:27][CH2:28][CH2:29]1. The yield is 0.280.